Dataset: Reaction yield outcomes from USPTO patents with 853,638 reactions. Task: Predict the reaction yield, written as a fraction of the theoretical maximum amount of product (1.0 means a 100% yield; for example, 0.34 means a 34% yield). The product is [F:24][C:25]1[CH:30]=[CH:29][CH:28]=[C:27]([F:31])[C:26]=1[C:32]1[CH:40]=[CH:39][CH:38]=[C:37]2[C:33]=1/[C:34](=[CH:14]/[C:11]1[NH:10][C:7]3[CH2:8][CH2:9][N:4]([CH2:3][C@@H:2]([OH:1])[CH2:17][N:18]4[CH2:19][CH2:20][O:21][CH2:22][CH2:23]4)[C:5](=[O:16])[C:6]=3[C:12]=1[CH3:13])/[C:35](=[O:41])[NH:36]2. The reactants are [OH:1][C@@H:2]([CH2:17][N:18]1[CH2:23][CH2:22][O:21][CH2:20][CH2:19]1)[CH2:3][N:4]1[CH2:9][CH2:8][C:7]2[NH:10][C:11]([CH:14]=O)=[C:12]([CH3:13])[C:6]=2[C:5]1=[O:16].[F:24][C:25]1[CH:30]=[CH:29][CH:28]=[C:27]([F:31])[C:26]=1[C:32]1[CH:40]=[CH:39][CH:38]=[C:37]2[C:33]=1[CH2:34][C:35](=[O:41])[NH:36]2. No catalyst specified. The yield is 0.847.